Dataset: Catalyst prediction with 721,799 reactions and 888 catalyst types from USPTO. Task: Predict which catalyst facilitates the given reaction. (1) Reactant: C(NC(C)C)(C)C.C([Li])CCC.[Si:13]([O:20][C@H:21]1[CH2:26][N:25]([CH2:27][C:28]2[CH:33]=[CH:32][C:31]([F:34])=[CH:30][C:29]=2[Cl:35])[C:24](=[O:36])[CH2:23][CH2:22]1)([C:16]([CH3:19])([CH3:18])[CH3:17])([CH3:15])[CH3:14].[F:37]NS(C1C=CC=CC=1)(=O)=O. Product: [Si:13]([O:20][C@H:21]1[CH2:26][N:25]([CH2:27][C:28]2[CH:33]=[CH:32][C:31]([F:34])=[CH:30][C:29]=2[Cl:35])[C:24](=[O:36])[CH:23]([F:37])[CH2:22]1)([C:16]([CH3:19])([CH3:18])[CH3:17])([CH3:15])[CH3:14]. The catalyst class is: 7. (2) Reactant: [O:1]=[CH:2][C:3]1[CH:11]=[CH:10][C:7]([O:8][CH3:9])=[C:5]([OH:6])[CH:4]=1.C(=O)([O-])[O-].[K+].[K+].[CH3:18][O:19][CH2:20]Cl.O. Product: [CH3:9][O:8][C:7]1[CH:10]=[CH:11][C:3]([CH:2]=[O:1])=[CH:4][C:5]=1[O:6][CH2:18][O:19][CH3:20]. The catalyst class is: 9. (3) Reactant: [F:1][C:2]1[CH:10]=[C:9]2[C:5]([CH2:6][CH2:7][N:8]2[CH:11]2[CH2:16][CH2:15][N:14]([C:17]([NH:19][C:20]3[S:21][CH:22]=[C:23]([C:25]([O:27]CC)=O)[N:24]=3)=[O:18])[CH2:13][CH2:12]2)=[CH:4][CH:3]=1.[NH3:30]. Product: [F:1][C:2]1[CH:10]=[C:9]2[C:5]([CH2:6][CH2:7][N:8]2[CH:11]2[CH2:12][CH2:13][N:14]([C:17]([NH:19][C:20]3[S:21][CH:22]=[C:23]([C:25]([NH2:30])=[O:27])[N:24]=3)=[O:18])[CH2:15][CH2:16]2)=[CH:4][CH:3]=1. The catalyst class is: 14. (4) Reactant: C(N(CC)CC)C.[CH:8]1([C:12](Cl)=[O:13])[CH2:11][CH2:10][CH2:9]1.[NH2:15][C:16]1[CH:42]=[CH:41][C:19]([CH2:20][NH:21][C:22]2[O:23][C:24]([C:27]3[CH:36]=[CH:35][C:34]4[C:33]([CH3:38])([CH3:37])[CH2:32][CH2:31][C:30]([CH3:40])([CH3:39])[C:29]=4[CH:28]=3)=[N:25][N:26]=2)=[CH:18][CH:17]=1. Product: [CH3:37][C:33]1([CH3:38])[CH2:32][CH2:31][C:30]([CH3:39])([CH3:40])[C:29]2[CH:28]=[C:27]([C:24]3[O:23][C:22]([NH:21][CH2:20][C:19]4[CH:18]=[CH:17][C:16]([NH:15][C:12]([CH:8]5[CH2:11][CH2:10][CH2:9]5)=[O:13])=[CH:42][CH:41]=4)=[N:26][N:25]=3)[CH:36]=[CH:35][C:34]1=2. The catalyst class is: 1.